This data is from Catalyst prediction with 721,799 reactions and 888 catalyst types from USPTO. The task is: Predict which catalyst facilitates the given reaction. (1) Reactant: [CH:1]1([C:7]2[C:8]3[CH:9]=[CH:10][C:11]([C:39]([OH:41])=O)=[CH:12][C:13]=3[N:14]3[CH2:20][C:19]([C:21]([N:23]4[CH2:28][CH2:27][CH:26]([N:29]5[CH2:34][CH2:33][O:32][CH2:31][CH2:30]5)[CH2:25][CH2:24]4)=[O:22])=[CH:18][C:17]4[CH:35]=[CH:36][CH:37]=[CH:38][C:16]=4[C:15]=23)[CH2:6][CH2:5][CH2:4][CH2:3][CH2:2]1.[NH2:42][CH2:43][C:44]1[CH:49]=[N:48][C:47]([CH3:50])=[CH:46][N:45]=1.C(N(CC)C(C)C)(C)C.Cl.CN(C)CCCN=C=NCC.ON1C2C=CC=CC=2N=N1. Product: [CH:1]1([C:7]2[C:8]3[CH:9]=[CH:10][C:11]([C:39]([NH:42][CH2:43][C:44]4[CH:49]=[N:48][C:47]([CH3:50])=[CH:46][N:45]=4)=[O:41])=[CH:12][C:13]=3[N:14]3[CH2:20][C:19]([C:21]([N:23]4[CH2:28][CH2:27][CH:26]([N:29]5[CH2:30][CH2:31][O:32][CH2:33][CH2:34]5)[CH2:25][CH2:24]4)=[O:22])=[CH:18][C:17]4[CH:35]=[CH:36][CH:37]=[CH:38][C:16]=4[C:15]=23)[CH2:2][CH2:3][CH2:4][CH2:5][CH2:6]1. The catalyst class is: 2. (2) Reactant: [Cl:1][C:2]1[CH:3]=[CH:4][C:5]([O:12][CH2:13][C:14]([N:16]2[CH2:22][CH2:21][CH:20]([CH2:23][C:24]3[CH:29]=[CH:28][C:27]([F:30])=[CH:26][CH:25]=3)[O:19][CH2:18][CH2:17]2)=O)=[C:6]([NH:8][C:9]([NH2:11])=[O:10])[CH:7]=1. Product: [Cl:1][C:2]1[CH:3]=[CH:4][C:5]([O:12][CH2:13][CH2:14][N:16]2[CH2:22][CH2:21][CH:20]([CH2:23][C:24]3[CH:25]=[CH:26][C:27]([F:30])=[CH:28][CH:29]=3)[O:19][CH2:18][CH2:17]2)=[C:6]([NH:8][C:9]([NH2:11])=[O:10])[CH:7]=1. The catalyst class is: 36. (3) Reactant: C(O)(C(F)(F)F)=O.[F:8][C:9]1[CH:10]=[C:11]([NH:20][C:21]([C@@H:23]2[N:32](C(OC(C)(C)C)=O)[CH2:31][CH2:30][C:29]3[N:28]=[C:27]([O:40][CH3:41])[CH:26]=[CH:25][C:24]2=3)=[O:22])[CH:12]=[C:13]2[C:17]=1[C:16]([CH3:19])([CH3:18])[CH2:15][CH2:14]2.C(=O)([O-])[O-].[K+].[K+]. Product: [F:8][C:9]1[CH:10]=[C:11]([NH:20][C:21]([C@@H:23]2[NH:32][CH2:31][CH2:30][C:29]3[N:28]=[C:27]([O:40][CH3:41])[CH:26]=[CH:25][C:24]2=3)=[O:22])[CH:12]=[C:13]2[C:17]=1[C:16]([CH3:18])([CH3:19])[CH2:15][CH2:14]2. The catalyst class is: 662. (4) Reactant: [Si]([O:8][CH2:9][CH2:10][S:11][C:12]1[C:21]2[C:16](=[CH:17][CH:18]=[C:19]([F:22])[CH:20]=2)[N:15]=[C:14]([CH:23]([N:25]2[C:33](=[O:34])[C:32]3[C:27](=[CH:28][CH:29]=[CH:30][CH:31]=3)[C:26]2=[O:35])[CH3:24])[C:13]=1[C:36]1[CH:41]=[CH:40][CH:39]=[CH:38][CH:37]=1)(C(C)(C)C)(C)C.[OH:42]OS([O-])=O.[K+]. Product: [F:22][C:19]1[CH:20]=[C:21]2[C:16](=[CH:17][CH:18]=1)[N:15]=[C:14]([CH:23]([N:25]1[C:33](=[O:34])[C:32]3[C:27](=[CH:28][CH:29]=[CH:30][CH:31]=3)[C:26]1=[O:35])[CH3:24])[C:13]([C:36]1[CH:37]=[CH:38][CH:39]=[CH:40][CH:41]=1)=[C:12]2[S:11]([CH2:10][CH2:9][OH:8])=[O:42]. The catalyst class is: 20.